Dataset: Experimentally validated miRNA-target interactions with 360,000+ pairs, plus equal number of negative samples. Task: Binary Classification. Given a miRNA mature sequence and a target amino acid sequence, predict their likelihood of interaction. The miRNA is hsa-miR-24-3p with sequence UGGCUCAGUUCAGCAGGAACAG. The protein sequence of the target gene is MEREPSASEAAPAAAALFAWGANSYGQLGLGHKEDVLLPQQLNDFCKPRSVRRITGGGGHSAVVTDGGDLFVCGLNKDGQLGLGHTEDIPYFTPCKSLFGCPIQQVACGWDFTIMLTENGQVLSCGSNSFGQLGVPHGPRRCVVPQAIELHKEKVVCIAAGLRHAVAATASGIVFQWGTGLASCGRRLCPGQTLPLFFTAKEPSRVTGLENSKAMCVLAGSDHSASLTDAGEVYVWGSNKHGQLANEAAFLPVPQKIEAHCFQNEKVTAIWSGWTHLVAQTETGKMFTWGRADYGQLGRK.... Result: 1 (interaction).